Dataset: M1 muscarinic receptor antagonist screen with 61,756 compounds. Task: Binary Classification. Given a drug SMILES string, predict its activity (active/inactive) in a high-throughput screening assay against a specified biological target. (1) The molecule is Fc1ccc(n2ncc3c2ncn(CC(=O)NCCc2ccccc2)c3=O)cc1. The result is 0 (inactive). (2) The drug is Brc1c(=O)n(Cc2ccc(cc2)C(O)=O)cc(c1)C(OC)=O. The result is 0 (inactive).